From a dataset of Forward reaction prediction with 1.9M reactions from USPTO patents (1976-2016). Predict the product of the given reaction. (1) Given the reactants [CH3:1][N:2]([CH3:31])[C:3](=[O:30])[CH2:4][N:5]1[C:14]2[C:9](=[N:10][CH:11]=[C:12]([CH2:15][C:16]3[CH:21]=[CH:20][C:19]([F:22])=[CH:18][CH:17]=3)[CH:13]=2)[C:8]([OH:23])=[C:7]([C:24](OCC)=[O:25])[C:6]1=[O:29].[NH2:32][C@@H:33]([CH3:36])[CH2:34][OH:35], predict the reaction product. The product is: [CH3:31][N:2]([CH3:1])[C:3](=[O:30])[CH2:4][N:5]1[C:14]2[C:9](=[N:10][CH:11]=[C:12]([CH2:15][C:16]3[CH:21]=[CH:20][C:19]([F:22])=[CH:18][CH:17]=3)[CH:13]=2)[C:8]([OH:23])=[C:7]([C:24]([NH:32][C@@H:33]([CH3:36])[CH2:34][OH:35])=[O:25])[C:6]1=[O:29]. (2) Given the reactants [CH3:1][S:2]([C:5]1[CH:13]=[CH:12][C:8]([C:9](O)=[O:10])=[CH:7][CH:6]=1)(=[O:4])=[O:3].O=S(Cl)[Cl:16].C1(C)C=CC=CC=1, predict the reaction product. The product is: [CH3:1][S:2]([C:5]1[CH:13]=[CH:12][C:8]([C:9]([Cl:16])=[O:10])=[CH:7][CH:6]=1)(=[O:4])=[O:3].